Predict the reactants needed to synthesize the given product. From a dataset of Full USPTO retrosynthesis dataset with 1.9M reactions from patents (1976-2016). (1) Given the product [OH:1][C:2]1[CH:10]=[C:9]([NH:11][S:12]([C:15]2[CH:16]=[C:17]([C:25]3[CH:30]=[CH:29][CH:28]=[CH:27][C:26]=3[OH:31])[CH:18]=[C:19]([C:21]([F:24])([F:22])[F:23])[CH:20]=2)(=[O:14])=[O:13])[CH:8]=[CH:7][C:3]=1[C:4]([O:6][CH3:32])=[O:5], predict the reactants needed to synthesize it. The reactants are: [OH:1][C:2]1[CH:10]=[C:9]([NH:11][S:12]([C:15]2[CH:16]=[C:17]([C:25]3[CH:30]=[CH:29][CH:28]=[CH:27][C:26]=3[OH:31])[CH:18]=[C:19]([C:21]([F:24])([F:23])[F:22])[CH:20]=2)(=[O:14])=[O:13])[CH:8]=[CH:7][C:3]=1[C:4]([OH:6])=[O:5].[C:32](N1C=CN=C1)(N1C=CN=C1)=O.CO.N1C=CC=CC=1. (2) Given the product [NH2:22][C:14]1[CH:13]=[C:12]([C:4]2[S:5][C:6]([C:7]([O:9][CH2:10][CH3:11])=[O:8])=[C:2]([CH3:1])[N:3]=2)[CH:17]=[CH:16][C:15]=1[O:18][CH:19]([CH3:21])[CH3:20], predict the reactants needed to synthesize it. The reactants are: [CH3:1][C:2]1[N:3]=[C:4]([C:12]2[CH:17]=[CH:16][C:15]([O:18][CH:19]([CH3:21])[CH3:20])=[C:14]([N+:22]([O-])=O)[CH:13]=2)[S:5][C:6]=1[C:7]([O:9][CH2:10][CH3:11])=[O:8]. (3) Given the product [NH2:46][C:43]1[CH:44]=[CH:45][C:40]([CH2:39][CH2:38][CH2:37][CH2:36][O:35][CH2:34][CH2:33][CH2:32][CH2:31][CH2:30][CH2:29][N:21]([CH2:20][C@@H:19]([C:15]2[CH:14]=[CH:13][C:12]([O:57][C:58]([O:60][C:61]([CH3:64])([CH3:63])[CH3:62])=[O:59])=[C:11]3[C:16]=2[CH:17]=[CH:18][C:9]([O:8][C:6]([O:5][C:1]([CH3:4])([CH3:3])[CH3:2])=[O:7])=[N:10]3)[O:49][Si:50]([C:53]([CH3:56])([CH3:55])[CH3:54])([CH3:51])[CH3:52])[C:22](=[O:28])[O:23][C:24]([CH3:27])([CH3:26])[CH3:25])=[CH:41][CH:42]=1, predict the reactants needed to synthesize it. The reactants are: [C:1]([O:5][C:6]([O:8][C:9]1[CH:18]=[CH:17][C:16]2[C:11](=[C:12]([O:57][C:58]([O:60][C:61]([CH3:64])([CH3:63])[CH3:62])=[O:59])[CH:13]=[CH:14][C:15]=2[C@@H:19]([O:49][Si:50]([C:53]([CH3:56])([CH3:55])[CH3:54])([CH3:52])[CH3:51])[CH2:20][N:21]([CH2:29][CH2:30][CH2:31][CH2:32][CH2:33][CH2:34][O:35][CH2:36][CH2:37][CH2:38][CH2:39][C:40]2[CH:45]=[CH:44][C:43]([N+:46]([O-])=O)=[CH:42][CH:41]=2)[C:22](=[O:28])[O:23][C:24]([CH3:27])([CH3:26])[CH3:25])[N:10]=1)=[O:7])([CH3:4])([CH3:3])[CH3:2].C(OCC)(=O)C.[H][H]. (4) The reactants are: [CH3:1][C:2]1[N:7]=[CH:6][C:5]([C:8]2([C:14](=O)[CH3:15])[CH2:13][CH2:12][O:11][CH2:10][CH2:9]2)=[CH:4][N:3]=1.N.[BH3-]C#[N:20].[Na+]. Given the product [CH3:1][C:2]1[N:7]=[CH:6][C:5]([C:8]2([CH:14]([NH2:20])[CH3:15])[CH2:13][CH2:12][O:11][CH2:10][CH2:9]2)=[CH:4][N:3]=1, predict the reactants needed to synthesize it. (5) Given the product [C:16]([C:20]1[CH:21]=[CH:22][C:23]([O:26][CH:12]([CH3:13])[C:11]([NH:10][C:9]2[C:5]([C:3]([OH:2])=[O:4])=[CH:6][S:7][CH:8]=2)=[O:15])=[CH:24][CH:25]=1)([CH3:19])([CH3:17])[CH3:18], predict the reactants needed to synthesize it. The reactants are: C[O:2][C:3]([C:5]1[C:9]([NH:10][C:11](=[O:15])[CH:12](Cl)[CH3:13])=[CH:8][S:7][CH:6]=1)=[O:4].[C:16]([C:20]1[CH:25]=[CH:24][C:23]([OH:26])=[CH:22][CH:21]=1)([CH3:19])([CH3:18])[CH3:17].